Predict the reactants needed to synthesize the given product. From a dataset of Full USPTO retrosynthesis dataset with 1.9M reactions from patents (1976-2016). (1) Given the product [Cl:13][C:14]1[CH:15]=[CH:16][C:17]([CH:20]([CH2:34][C:35]([O:37][C:38]([CH3:41])([CH3:40])[CH3:39])=[O:36])[C:21]([O:23][CH3:24])=[O:22])=[CH:18][CH:19]=1, predict the reactants needed to synthesize it. The reactants are: [Li]CCCC.C(NC(C)C)(C)C.[Cl:13][C:14]1[CH:19]=[CH:18][C:17]([CH2:20][C:21]([O:23][CH3:24])=[O:22])=[CH:16][CH:15]=1.[Li+].CC([N-]C(C)C)C.Br[CH2:34][C:35]([O:37][C:38]([CH3:41])([CH3:40])[CH3:39])=[O:36]. (2) Given the product [NH:21]1[CH2:22][CH2:23][CH2:24][CH:19]([CH2:18][NH:17][C:3]2[C:2]([N:1]3[CH2:40][CH2:39][CH2:38][CH2:37]3)=[CH:7][N:6]=[C:5]([NH:8][C:9]3[N:10]=[CH:11][C:12]([C:15]#[N:16])=[N:13][CH:14]=3)[CH:4]=2)[CH2:20]1, predict the reactants needed to synthesize it. The reactants are: [NH2:1][C:2]1[C:3]([NH:17][CH2:18][CH:19]2[CH2:24][CH2:23][CH2:22][N:21](C(OC(C)(C)C)=O)[CH2:20]2)=[CH:4][C:5]([NH:8][C:9]2[CH:14]=[N:13][C:12]([C:15]#[N:16])=[CH:11][N:10]=2)=[N:6][CH:7]=1.[O-]CC.[Na+].Br[CH2:37][CH2:38][CH2:39][CH2:40]Br. (3) Given the product [CH3:1][C:2]1[CH:10]=[C:9]([CH3:11])[C:8]([C:12]2[NH:16][CH:15]3[CH2:17][O:18][CH2:19][CH:14]3[N:13]=2)=[CH:7][C:3]=1[C:4]([N:21]1[CH2:26][CH2:25][CH:24]([C:27]2[CH:34]=[CH:33][C:30]([C:31]#[N:32])=[CH:29][CH:28]=2)[CH2:23][CH2:22]1)=[O:6], predict the reactants needed to synthesize it. The reactants are: [CH3:1][C:2]1[CH:10]=[C:9]([CH3:11])[C:8]([C:12]2[NH:16][CH:15]3[CH2:17][O:18][CH2:19][CH:14]3[N:13]=2)=[CH:7][C:3]=1[C:4]([OH:6])=O.Cl.[NH:21]1[CH2:26][CH2:25][CH:24]([C:27]2[CH:34]=[CH:33][C:30]([C:31]#[N:32])=[CH:29][CH:28]=2)[CH2:23][CH2:22]1.CCN=C=NCCCN(C)C.Cl. (4) Given the product [CH3:32][O:31][C:25]1[CH:24]=[C:23]([C:18]2[CH:19]=[N:20][CH:21]=[CH:22][C:17]=2[NH:16][C:6](=[O:7])[CH:5]([O:4][CH2:1][C:2]#[CH:3])[C:9]2[CH:14]=[CH:13][C:12]([Cl:15])=[CH:11][CH:10]=2)[CH:28]=[CH:27][C:26]=1[O:29][CH3:30], predict the reactants needed to synthesize it. The reactants are: [CH2:1]([O:4][CH:5]([C:9]1[CH:14]=[CH:13][C:12]([Cl:15])=[CH:11][CH:10]=1)[C:6](Cl)=[O:7])[C:2]#[CH:3].[NH2:16][C:17]1[CH:22]=[CH:21][N:20]=[CH:19][C:18]=1[C:23]1[CH:28]=[CH:27][C:26]([O:29][CH3:30])=[C:25]([O:31][CH3:32])[CH:24]=1.C(N(CC)CC)C.O1CCCC1. (5) Given the product [CH:1]([N:14]1[C:22]2[C:17](=[CH:18][C:19]([Cl:23])=[CH:20][CH:21]=2)[C:16]([CH2:24][CH2:25][O:26][C:27]2[CH:28]=[CH:29][C:30]([C:31]([OH:33])=[O:32])=[CH:34][CH:35]=2)=[C:15]1[CH2:36][CH2:37][NH:38][S:39]([CH2:42][C:43]1[CH:44]=[CH:45][C:46]([S:52](=[O:54])(=[O:53])[N:51]([CH2:66][CH3:67])[CH2:49][CH3:50])=[CH:47][CH:48]=1)(=[O:41])=[O:40])([C:2]1[CH:7]=[CH:6][CH:5]=[CH:4][CH:3]=1)[C:8]1[CH:9]=[CH:10][CH:11]=[CH:12][CH:13]=1, predict the reactants needed to synthesize it. The reactants are: [CH:1]([N:14]1[C:22]2[C:17](=[CH:18][C:19]([Cl:23])=[CH:20][CH:21]=2)[C:16]([CH2:24][CH2:25][O:26][C:27]2[CH:35]=[CH:34][C:30]([C:31]([OH:33])=[O:32])=[CH:29][CH:28]=2)=[C:15]1[CH2:36][CH2:37][NH:38][S:39]([CH2:42][C:43]1[CH:48]=[CH:47][CH:46]=[CH:45][CH:44]=1)(=[O:41])=[O:40])([C:8]1[CH:13]=[CH:12][CH:11]=[CH:10][CH:9]=1)[C:2]1[CH:7]=[CH:6][CH:5]=[CH:4][CH:3]=1.[CH2:49]([N:51]([CH2:66][CH3:67])[S:52](C1C=CC(CS(Cl)(=O)=O)=CC=1)(=[O:54])=[O:53])[CH3:50]. (6) The reactants are: [CH:1]1([NH:4][C:5]([C:7]2[CH:8]=[C:9]([C:14]3[CH:19]=[CH:18][C:17]([C:20]([NH:22][NH2:23])=[O:21])=[CH:16][CH:15]=3)[C:10]([CH3:13])=[CH:11][CH:12]=2)=[O:6])[CH2:3][CH2:2]1.[Cl:24][CH2:25][C:26](OCC)(OCC)OCC. Given the product [Cl:24][CH2:25][C:26]1[O:21][C:20]([C:17]2[CH:18]=[CH:19][C:14]([C:9]3[C:10]([CH3:13])=[CH:11][CH:12]=[C:7]([C:5]([NH:4][CH:1]4[CH2:3][CH2:2]4)=[O:6])[CH:8]=3)=[CH:15][CH:16]=2)=[N:22][N:23]=1, predict the reactants needed to synthesize it. (7) Given the product [CH3:14][C:13]1([CH3:15])[O:1][C@@H:2]([C@@H:6]([CH3:10])[C:7]([OH:9])=[O:8])[C:3](=[O:5])[O:4]1, predict the reactants needed to synthesize it. The reactants are: [OH:1][C@@H:2]([C@@H:6]([CH3:10])[C:7]([OH:9])=[O:8])[C:3]([OH:5])=[O:4].CO[C:13](OC)([CH3:15])[CH3:14]. (8) Given the product [CH:25]1[C:26]2[C:47]3[CH:48]=[CH:49][CH:50]=[CH:51][C:46]=3[O:21][C:27]=2[C:22]([C:28]2[N:13]([C:5]3[C:4]([CH:1]([CH3:2])[CH3:3])=[CH:9][CH:8]=[CH:7][C:6]=3[CH:10]([CH3:12])[CH3:11])[C:14]3[CH:19]=[CH:18][CH:17]=[CH:16][C:15]=3[N:20]=2)=[CH:23][CH:24]=1, predict the reactants needed to synthesize it. The reactants are: [CH:1]([C:4]1[CH:9]=[CH:8][CH:7]=[C:6]([CH:10]([CH3:12])[CH3:11])[C:5]=1[NH:13][C:14]1[C:15]([NH2:20])=[CH:16][CH:17]=[CH:18][CH:19]=1)([CH3:3])[CH3:2].[OH2:21].[C:22]1([C:28]2NC3C=CC=CC=3N=2)[CH:27]=[CH:26][CH:25]=[CH:24][CH:23]=1.[C:46]1(N2[C:47]3[CH:48]=[CH:49][CH:50]=[CH:51][C:46]=3NC2)[CH:51]=[CH:50][CH:49]=[CH:48][CH:47]=1. (9) Given the product [Cl:20][C:13]1[CH:12]=[C:11]2[C:16]([C:17]([C:18]#[N:19])=[C:9]([C:5]3[CH:4]=[C:3]([CH2:2][NH:1][C:28]([N:22]4[CH2:27][CH2:26][O:25][CH2:24][CH2:23]4)=[O:29])[CH:8]=[N:7][CH:6]=3)[N:10]2[CH3:21])=[CH:15][CH:14]=1, predict the reactants needed to synthesize it. The reactants are: [NH2:1][CH2:2][C:3]1[CH:4]=[C:5]([C:9]2[N:10]([CH3:21])[C:11]3[C:16]([C:17]=2[C:18]#[N:19])=[CH:15][CH:14]=[C:13]([Cl:20])[CH:12]=3)[CH:6]=[N:7][CH:8]=1.[N:22]1([C:28](Cl)=[O:29])[CH2:27][CH2:26][O:25][CH2:24][CH2:23]1.C(N(CC)CC)C. (10) Given the product [NH2:13][S:10]([C:7]1[CH:6]=[CH:5][C:4]([CH2:3][CH2:2][NH:1][CH2:14][C:16]2[CH:17]=[C:18]([C:22]3[CH:27]=[CH:26][CH:25]=[C:24]([C:28]([NH:30][CH2:31][CH2:32][N:33]4[CH2:37][CH2:36][CH2:35][CH2:34]4)=[O:29])[CH:23]=3)[CH:19]=[CH:20][CH:21]=2)=[CH:9][CH:8]=1)(=[O:11])=[O:12], predict the reactants needed to synthesize it. The reactants are: [NH2:1][CH2:2][CH2:3][C:4]1[CH:9]=[CH:8][C:7]([S:10]([NH2:13])(=[O:12])=[O:11])=[CH:6][CH:5]=1.[CH:14]([C:16]1[CH:17]=[C:18]([C:22]2[CH:27]=[CH:26][CH:25]=[C:24]([C:28]([NH:30][CH2:31][CH2:32][N:33]3[CH2:37][CH2:36][CH2:35][CH2:34]3)=[O:29])[CH:23]=2)[CH:19]=[CH:20][CH:21]=1)=O.